From a dataset of Forward reaction prediction with 1.9M reactions from USPTO patents (1976-2016). Predict the product of the given reaction. (1) Given the reactants [Br:1][C:2]1[CH:7]=[C:6]([N+:8]([O-:10])=[O:9])[C:5](F)=[CH:4][N+:3]=1[O-:12].[CH3:13][NH2:14].C(O)C, predict the reaction product. The product is: [Br:1][C:2]1[N+:3]([O-:12])=[CH:4][C:5]([NH:14][CH3:13])=[C:6]([N+:8]([O-:10])=[O:9])[CH:7]=1. (2) Given the reactants P(Cl)(Cl)(Cl)=O.[F:6][S:7]([F:20])([F:19])([F:18])([F:17])[C:8]1[CH:9]=[C:10]2[C:14](=[CH:15][CH:16]=1)[NH:13][CH:12]=[CH:11]2.[OH-].[Na+].CN(C)[CH:25]=[O:26], predict the reaction product. The product is: [F:20][S:7]([F:17])([F:18])([F:6])([F:19])[C:8]1[CH:9]=[C:10]2[C:14](=[CH:15][CH:16]=1)[NH:13][CH:12]=[C:11]2[CH:25]=[O:26]. (3) Given the reactants [CH3:1][C:2]1[NH:3][C:4]2[C:9]([CH:10]=1)=[C:8]([C:11]([F:14])([F:13])[F:12])[C:7]([C:15]#[N:16])=[CH:6][CH:5]=2.Cl[C@@H:18]([CH3:21])[CH2:19][OH:20], predict the reaction product. The product is: [OH:20][CH2:19][C@H:18]([N:3]1[C:4]2[C:9](=[C:8]([C:11]([F:12])([F:14])[F:13])[C:7]([C:15]#[N:16])=[CH:6][CH:5]=2)[CH:10]=[C:2]1[CH3:1])[CH3:21]. (4) Given the reactants Cl[C:2]1[C:7]([CH3:8])=[C:6]([CH3:9])[N:5]=[C:4]([NH2:10])[N:3]=1, predict the reaction product. The product is: [CH3:9][C:6]1[C:7]([CH3:8])=[CH:2][N:3]=[C:4]([NH2:10])[N:5]=1. (5) The product is: [CH3:41][O:40][C:38](=[O:39])[CH2:37][CH:10]1[CH2:9][NH:8][CH2:36][CH2:35][C:11]21[O:15][N:14]=[C:13]([C:16]1[CH:21]=[CH:20][C:19]([O:22][CH2:23][C:24]3[C:33]4[C:28](=[CH:29][CH:30]=[CH:31][CH:32]=4)[N:27]=[C:26]([CH3:34])[CH:25]=3)=[CH:18][CH:17]=1)[CH2:12]2. Given the reactants C(OC([N:8]1[CH2:36][CH2:35][C:11]2([O:15][N:14]=[C:13]([C:16]3[CH:21]=[CH:20][C:19]([O:22][CH2:23][C:24]4[C:33]5[C:28](=[CH:29][CH:30]=[CH:31][CH:32]=5)[N:27]=[C:26]([CH3:34])[CH:25]=4)=[CH:18][CH:17]=3)[CH2:12]2)[CH:10]([CH2:37][C:38]([O:40][CH3:41])=[O:39])[CH2:9]1)=O)(C)(C)C.C(O)(C(F)(F)F)=O, predict the reaction product. (6) Given the reactants [NH2:1][C:2]1[C:11]([O:12][CH3:13])=[N:10][C:9]2[C:4](=[CH:5][C:6]([CH3:15])=[C:7]([CH3:14])[CH:8]=2)[N:3]=1.Cl[C:17]([O:19][CH2:20][CH3:21])=[O:18].N1C=CC=CC=1, predict the reaction product. The product is: [CH3:13][O:12][C:11]1[C:2]([NH:1][C:17](=[O:18])[O:19][CH2:20][CH3:21])=[N:3][C:4]2[C:9](=[CH:8][C:7]([CH3:14])=[C:6]([CH3:15])[CH:5]=2)[N:10]=1. (7) Given the reactants [CH2:1]([O:8][C:9]([N:11]1[CH:15]([C:16](=[O:35])[NH:17][C:18]2[S:19][CH:20]=[C:21]([C:23]3[CH:28]=[CH:27][C:26]([C:29](=[O:34])[NH:30][CH:31]4[CH2:33][CH2:32]4)=[CH:25][CH:24]=3)[N:22]=2)[CH2:14][S:13][CH:12]1[CH2:36][CH2:37][CH2:38][CH2:39][C:40](O)=[O:41])=[O:10])[C:2]1[CH:7]=[CH:6][CH:5]=[CH:4][CH:3]=1.[NH:43]1[CH2:48][CH2:47][CH2:46][CH2:45][CH2:44]1, predict the reaction product. The product is: [CH2:1]([O:8][C:9]([N:11]1[CH:15]([C:16](=[O:35])[NH:17][C:18]2[S:19][CH:20]=[C:21]([C:23]3[CH:28]=[CH:27][C:26]([C:29](=[O:34])[NH:30][CH:31]4[CH2:32][CH2:33]4)=[CH:25][CH:24]=3)[N:22]=2)[CH2:14][S:13][CH:12]1[CH2:36][CH2:37][CH2:38][CH2:39][C:40](=[O:41])[N:43]1[CH2:48][CH2:47][CH2:46][CH2:45][CH2:44]1)=[O:10])[C:2]1[CH:7]=[CH:6][CH:5]=[CH:4][CH:3]=1. (8) Given the reactants C(OC([N:11]1[CH2:17][C@@H:16]2[C@@:13]([NH:20][C:21]([O:23][C:24]([CH3:27])([CH3:26])[CH3:25])=[O:22])([CH2:14][CH:15]2[CH2:18][F:19])[CH2:12]1)=O)C1C=CC=CC=1.[H][H], predict the reaction product. The product is: [C:24]([O:23][C:21]([NH:20][C@@:13]12[CH2:14][CH:15]([CH2:18][F:19])[C@@H:16]1[CH2:17][NH:11][CH2:12]2)=[O:22])([CH3:27])([CH3:26])[CH3:25]. (9) Given the reactants [CH3:1][O:2][C:3]1[CH:4]=[C:5]([NH:11][C:12]2[C:13]3[N:38]=[CH:37][S:36][C:14]=3[N:15]=[C:16]([C:18]3[CH:19]=[C:20]([CH:33]=[CH:34][CH:35]=3)[CH2:21][CH2:22][C:23]3[CH:32]=[CH:31][C:26]([C:27]([O:29]C)=[O:28])=[CH:25][CH:24]=3)[N:17]=2)[CH:6]=[CH:7][C:8]=1[O:9][CH3:10].[OH-].[Na+].Cl, predict the reaction product. The product is: [CH3:1][O:2][C:3]1[CH:4]=[C:5]([NH:11][C:12]2[C:13]3[N:38]=[CH:37][S:36][C:14]=3[N:15]=[C:16]([C:18]3[CH:19]=[C:20]([CH:33]=[CH:34][CH:35]=3)[CH2:21][CH2:22][C:23]3[CH:32]=[CH:31][C:26]([C:27]([OH:29])=[O:28])=[CH:25][CH:24]=3)[N:17]=2)[CH:6]=[CH:7][C:8]=1[O:9][CH3:10]. (10) Given the reactants [F:1][C:2]1[CH:7]=[CH:6][C:5]([C:8]2[CH:13]=[CH:12][C:11]([O:14][CH2:15][CH2:16][C:17]3([OH:20])[CH2:19][CH2:18]3)=[CH:10][C:9]=2[C:21]([F:24])([F:23])[F:22])=[CH:4][C:3]=1[CH2:25][O:26][C:27]1[N:32]=[CH:31][C:30]2[C@@H:33]3[C@@H:36]([C:37]([O:39]CC)=[O:38])[C@@H:34]3[CH2:35][C:29]=2[CH:28]=1.[Li+].[OH-].Cl, predict the reaction product. The product is: [F:1][C:2]1[CH:7]=[CH:6][C:5]([C:8]2[CH:13]=[CH:12][C:11]([O:14][CH2:15][CH2:16][C:17]3([OH:20])[CH2:18][CH2:19]3)=[CH:10][C:9]=2[C:21]([F:22])([F:24])[F:23])=[CH:4][C:3]=1[CH2:25][O:26][C:27]1[N:32]=[CH:31][C:30]2[C@@H:33]3[C@@H:36]([C:37]([OH:39])=[O:38])[C@@H:34]3[CH2:35][C:29]=2[CH:28]=1.